Dataset: Full USPTO retrosynthesis dataset with 1.9M reactions from patents (1976-2016). Task: Predict the reactants needed to synthesize the given product. (1) Given the product [CH2:24]([O:26][C:27]([C:29]1([C:32]2[CH:37]=[CH:36][C:35]([C:18]3[CH:19]=[CH:20][C:15]([C:14]4[O:13][N:12]=[C:11]([CH3:22])[C:10]=4[NH:9][C:8]([O:7][C@@H:5]([CH:1]4[CH2:4][CH2:3][CH2:2]4)[CH3:6])=[O:23])=[CH:16][CH:17]=3)=[CH:34][CH:33]=2)[CH2:30][CH2:31]1)=[O:28])[CH3:25], predict the reactants needed to synthesize it. The reactants are: [CH:1]1([C@H:5]([O:7][C:8](=[O:23])[NH:9][C:10]2[C:11]([CH3:22])=[N:12][O:13][C:14]=2[C:15]2[CH:20]=[CH:19][C:18](Br)=[CH:17][CH:16]=2)[CH3:6])[CH2:4][CH2:3][CH2:2]1.[CH2:24]([O:26][C:27]([C:29]1([C:32]2[CH:37]=[CH:36][C:35](B3OC(C)(C)C(C)(C)O3)=[CH:34][CH:33]=2)[CH2:31][CH2:30]1)=[O:28])[CH3:25]. (2) Given the product [S:26]([C:23]1[CH:24]=[CH:25][C:20]([C:9]2[CH2:10][CH2:11][CH2:12][C:13]3[CH:18]=[C:17]([OH:19])[CH:16]=[CH:15][C:14]=3[C:8]=2[CH2:7][CH2:6][CH2:5][CH2:4][CH2:3][CH2:2][N:31]([CH3:30])[CH2:32][CH2:33][CH2:34][S:35]([CH2:37][CH2:38][CH2:39][C:40]([F:46])([F:45])[C:41]([F:42])([F:43])[F:44])=[O:36])=[CH:21][CH:22]=1)([CH3:29])(=[O:28])=[O:27], predict the reactants needed to synthesize it. The reactants are: Br[CH2:2][CH2:3][CH2:4][CH2:5][CH2:6][CH2:7][C:8]1[C:14]2[CH:15]=[CH:16][C:17]([OH:19])=[CH:18][C:13]=2[CH2:12][CH2:11][CH2:10][C:9]=1[C:20]1[CH:25]=[CH:24][C:23]([S:26]([CH3:29])(=[O:28])=[O:27])=[CH:22][CH:21]=1.[CH3:30][NH:31][CH2:32][CH2:33][CH2:34][S:35]([CH2:37][CH2:38][CH2:39][C:40]([F:46])([F:45])[C:41]([F:44])([F:43])[F:42])=[O:36]. (3) Given the product [C:1]12([C:11]([O:13][CH2:14][C:15]([F:21])([F:20])[S:16]([O-:19])(=[O:17])=[O:18])=[O:12])[CH2:10][CH:5]3[CH2:4][CH:3]([CH2:9][CH:7]([CH2:6]3)[CH2:8]1)[CH2:2]2.[C:37]1([S+:30]([C:24]2[CH:25]=[CH:26][CH:27]=[CH:28][CH:29]=2)[C:31]2[CH:36]=[CH:35][CH:34]=[CH:33][CH:32]=2)[CH:38]=[CH:39][CH:40]=[CH:41][CH:42]=1, predict the reactants needed to synthesize it. The reactants are: [C:1]12([C:11]([O:13][CH2:14][C:15]([F:21])([F:20])[S:16]([O-:19])(=[O:18])=[O:17])=[O:12])[CH2:10][CH:5]3[CH2:6][CH:7]([CH2:9][CH:3]([CH2:4]3)[CH2:2]1)[CH2:8]2.[Na+].[Cl-].[C:24]1([S+:30]([C:37]2[CH:42]=[CH:41][CH:40]=[CH:39][CH:38]=2)[C:31]2[CH:36]=[CH:35][CH:34]=[CH:33][CH:32]=2)[CH:29]=[CH:28][CH:27]=[CH:26][CH:25]=1. (4) Given the product [CH:19]1([C:17]#[C:18][C:2]2[O:6][C:5]([C:7]([O:9][CH2:10][CH:11]3[CH2:16][CH2:15][CH2:14][CH2:13][CH2:12]3)=[O:8])=[CH:4][CH:3]=2)[CH2:24][CH2:23][CH2:22][CH2:21][CH2:20]1, predict the reactants needed to synthesize it. The reactants are: Br[C:2]1[O:6][C:5]([C:7]([O:9][CH2:10][CH:11]2[CH2:16][CH2:15][CH2:14][CH2:13][CH2:12]2)=[O:8])=[CH:4][CH:3]=1.[C:17]([CH:19]1[CH2:24][CH2:23][CH2:22][CH2:21][CH2:20]1)#[CH:18]. (5) Given the product [Cl:1][C:2]1[CH:3]=[CH:4][C:5]2[N:11]([CH2:12][C:13]([CH3:16])([CH3:17])[CH2:14][OH:15])[C:10](=[O:18])[C@@H:9]([CH2:19][C:20]([NH:22][CH2:23][CH2:24][C:25]3[CH:33]=[CH:32][C:28]([C:29]([OH:31])=[O:30])=[CH:27][CH:26]=3)=[O:21])[O:8][C@H:7]([C:34]3[CH:39]=[CH:38][CH:37]=[C:36]([O:40][CH3:41])[C:35]=3[O:42][CH3:43])[C:6]=2[CH:44]=1, predict the reactants needed to synthesize it. The reactants are: [Cl:1][C:2]1[CH:3]=[CH:4][C:5]2[N:11]([CH2:12][C:13]([CH3:17])([CH3:16])[CH2:14][OH:15])[C:10](=[O:18])[C@@H:9]([CH2:19][C:20]([NH:22][CH2:23][CH2:24][C:25]3[CH:33]=[CH:32][C:28]([C:29]([O-:31])=[O:30])=[CH:27][CH:26]=3)=[O:21])[O:8][C@H:7]([C:34]3[CH:39]=[CH:38][CH:37]=[C:36]([O:40][CH3:41])[C:35]=3[O:42][CH3:43])[C:6]=2[CH:44]=1.[OH-].[Na+].C(O)C. (6) The reactants are: [N-]=[N+]=[N-].[Na+].C1C=CC(P(C2C=CC=CC=2)C2C=CC=CC=2)=CC=1.[N:24]([CH2:27][C:28]1[N:29]=[C:30]([C:33]2[CH:38]=[CH:37][C:36]([N:39]3[CH:44]=[CH:43][CH:42]=[CH:41][C:40]3=[O:45])=[CH:35][C:34]=2[F:46])[NH:31][CH:32]=1)=[N+]=[N-]. Given the product [NH2:24][CH2:27][C:28]1[N:29]=[C:30]([C:33]2[CH:38]=[CH:37][C:36]([N:39]3[CH:44]=[CH:43][CH:42]=[CH:41][C:40]3=[O:45])=[CH:35][C:34]=2[F:46])[NH:31][CH:32]=1, predict the reactants needed to synthesize it. (7) Given the product [Cl:20][C:21]1[CH:26]=[CH:25][C:24]([CH2:27][C:28]([NH:1][N:2]2[N:11]=[C:10]([C:12]3[CH:17]=[CH:16][CH:15]=[CH:14][CH:13]=3)[C:9]3[C:4](=[CH:5][CH:6]=[C:7]([F:18])[CH:8]=3)[C:3]2=[O:19])=[O:29])=[CH:23][CH:22]=1, predict the reactants needed to synthesize it. The reactants are: [NH2:1][N:2]1[N:11]=[C:10]([C:12]2[CH:17]=[CH:16][CH:15]=[CH:14][CH:13]=2)[C:9]2[C:4](=[CH:5][CH:6]=[C:7]([F:18])[CH:8]=2)[C:3]1=[O:19].[Cl:20][C:21]1[CH:26]=[CH:25][C:24]([CH2:27][C:28](O)=[O:29])=[CH:23][CH:22]=1. (8) Given the product [CH3:3][C:4]1([CH3:26])[CH2:13][C:12]2[C:7](=[C:8]3[CH2:17][C:16]([CH3:18])([CH3:19])[O:15][C:9]3=[C:10]([O:14][CH2:28][CH2:29][N:30]3[C:31](=[O:40])[C:32]4[C:33](=[CH:36][CH:37]=[CH:38][CH:39]=4)[C:34]3=[O:35])[CH:11]=2)[C:6]([C:20]2[CH:21]=[CH:22][CH:23]=[CH:24][CH:25]=2)=[N:5]1, predict the reactants needed to synthesize it. The reactants are: [H-].[Na+].[CH3:3][C:4]1([CH3:26])[CH2:13][C:12]2[C:7](=[C:8]3[CH2:17][C:16]([CH3:19])([CH3:18])[O:15][C:9]3=[C:10]([OH:14])[CH:11]=2)[C:6]([C:20]2[CH:25]=[CH:24][CH:23]=[CH:22][CH:21]=2)=[N:5]1.Br[CH2:28][CH2:29][N:30]1[C:34](=[O:35])[C:33]2=[CH:36][CH:37]=[CH:38][CH:39]=[C:32]2[C:31]1=[O:40].C(=O)([O-])[O-].[K+].[K+].